This data is from Catalyst prediction with 721,799 reactions and 888 catalyst types from USPTO. The task is: Predict which catalyst facilitates the given reaction. (1) Reactant: [CH3:1][O:2][C:3]([C:5]1[S:6][C:7]([S:21][CH3:22])=[C:8]([S:10]([C:13]2[CH:14]=[N:15][C:16](Cl)=[C:17]([Br:19])[CH:18]=2)(=[O:12])=[O:11])[CH:9]=1)=[O:4].[CH:23]([NH2:26])([CH3:25])[CH3:24]. Product: [CH3:1][O:2][C:3]([C:5]1[S:6][C:7]([S:21][CH3:22])=[C:8]([S:10]([C:13]2[CH:14]=[N:15][C:16]([NH:26][CH:23]([CH3:25])[CH3:24])=[C:17]([Br:19])[CH:18]=2)(=[O:12])=[O:11])[CH:9]=1)=[O:4]. The catalyst class is: 1. (2) Reactant: [F:1][C:2]1[CH:3]=[C:4]([N+:9]([O-:11])=[O:10])[CH:5]=[CH:6][C:7]=1F.[CH3:12][S:13]([O-:15])=[O:14].[Na+]. Product: [F:1][C:2]1[CH:3]=[C:4]([N+:9]([O-:11])=[O:10])[CH:5]=[CH:6][C:7]=1[S:13]([CH3:12])(=[O:15])=[O:14]. The catalyst class is: 16. (3) Reactant: [CH:1]12[NH:8][CH:5]([CH2:6][CH2:7]1)[CH2:4][C:3](=[O:9])[CH2:2]2.Cl[C:11]([O:13][CH2:14][C:15]1[CH:20]=[CH:19][CH:18]=[CH:17][CH:16]=1)=[O:12].CCN(C(C)C)C(C)C. Product: [O:9]=[C:3]1[CH2:2][CH:1]2[N:8]([C:11]([O:13][CH2:14][C:15]3[CH:20]=[CH:19][CH:18]=[CH:17][CH:16]=3)=[O:12])[CH:5]([CH2:6][CH2:7]2)[CH2:4]1. The catalyst class is: 2. (4) Reactant: [Cl:1][C:2]1[CH:3]=[C:4]2[CH:12]([OH:13])[C:11]3[CH:14]=[C:15]([CH:18]([F:20])[CH3:19])[N:16]=[CH:17][C:10]=3[CH:9]=[CH:8][C:5]2=[N:6][CH:7]=1. Product: [Cl:1][C:2]1[CH:3]=[C:4]2[C:12](=[O:13])[C:11]3[CH:14]=[C:15]([CH:18]([F:20])[CH3:19])[N:16]=[CH:17][C:10]=3[CH:9]=[CH:8][C:5]2=[N:6][CH:7]=1. The catalyst class is: 177. (5) Reactant: [SH:1][C:2]1[CH:10]=[CH:9][C:5]([C:6]([OH:8])=[O:7])=[CH:4][CH:3]=1.[CH2:11](O)[CH3:12].S(=O)(=O)(O)O. Product: [CH2:11]([O:7][C:6](=[O:8])[C:5]1[CH:9]=[CH:10][C:2]([SH:1])=[CH:3][CH:4]=1)[CH3:12]. The catalyst class is: 4.